This data is from Forward reaction prediction with 1.9M reactions from USPTO patents (1976-2016). The task is: Predict the product of the given reaction. (1) The product is: [S:9]1[C:5]2[CH:4]=[C:3]([OH:2])[CH:11]=[CH:10][C:6]=2[CH:7]=[N:8]1. Given the reactants C[O:2][C:3]1[CH:11]=[CH:10][C:6]2[CH:7]=[N:8][S:9][C:5]=2[CH:4]=1.Cl.N1C=CC=CC=1, predict the reaction product. (2) The product is: [Cl:1][C:2]1[N:7]=[C:6]([N:11]([CH3:10])[CH:12]2[CH2:16][CH2:15][C:14]3([CH2:21][CH2:20][CH2:19][N:18]([C:22]([O:24][C:25]([CH3:27])([CH3:26])[CH3:28])=[O:23])[CH2:17]3)[CH2:13]2)[C:5]([Cl:9])=[CH:4][N:3]=1. Given the reactants [Cl:1][C:2]1[N:7]=[C:6](Cl)[C:5]([Cl:9])=[CH:4][N:3]=1.[CH3:10][NH:11][CH:12]1[CH2:16][CH2:15][C:14]2([CH2:21][CH2:20][CH2:19][N:18]([C:22]([O:24][C:25]([CH3:28])([CH3:27])[CH3:26])=[O:23])[CH2:17]2)[CH2:13]1.CCN(CC)CC, predict the reaction product. (3) Given the reactants [CH2:1]([N:8]1[CH2:13][CH2:12][CH2:11][CH:10]([OH:14])[CH2:9]1)[C:2]1[CH:7]=[CH:6][CH:5]=[CH:4][CH:3]=1.F[C:16]1[CH:21]=[CH:20][C:19]([N+:22]([O-:24])=[O:23])=[CH:18][CH:17]=1.[H-].[Na+], predict the reaction product. The product is: [CH2:1]([N:8]1[CH2:13][CH2:12][CH2:11][CH:10]([O:14][C:16]2[CH:21]=[CH:20][C:19]([N+:22]([O-:24])=[O:23])=[CH:18][CH:17]=2)[CH2:9]1)[C:2]1[CH:3]=[CH:4][CH:5]=[CH:6][CH:7]=1. (4) The product is: [CH:1]([C:3]1[CH:12]=[CH:11][C:6]([C:7]([OH:9])=[O:8])=[CH:5][CH:4]=1)=[CH2:2]. Given the reactants [CH:1]([C:3]1[CH:12]=[CH:11][C:6]([C:7]([O:9]C)=[O:8])=[CH:5][CH:4]=1)=[CH2:2].[OH-].[Na+].C(OCC)C, predict the reaction product. (5) Given the reactants [Cl:1][C:2]1[CH:3]=[CH:4][C:5]2[NH:11][C:10](=[O:12])[CH2:9][C:8](=[CH:13]N(C)C)[C:7](=O)[C:6]=2[CH:18]=1.Cl.[CH3:20][O:21][C:22]1[CH:27]=[CH:26][C:25]([CH2:28][C:29]([NH2:31])=[NH:30])=[CH:24][CH:23]=1, predict the reaction product. The product is: [Cl:1][C:2]1[CH:3]=[CH:4][C:5]2[NH:11][C:10](=[O:12])[CH2:9][C:8]3[CH:13]=[N:30][C:29]([CH2:28][C:25]4[CH:24]=[CH:23][C:22]([O:21][CH3:20])=[CH:27][CH:26]=4)=[N:31][C:7]=3[C:6]=2[CH:18]=1. (6) The product is: [Br:12][C:13]1[CH:14]=[C:15]2[C:20](=[CH:21][CH:22]=1)[C:19](=[O:23])[NH:18][C:17](=[O:24])/[C:16]/2=[CH:25]\[NH:26][CH2:27][C:28]1[CH:33]=[CH:32][C:31]([O:34][CH2:2][CH2:3][CH2:4][CH3:5])=[C:30]([OH:35])[CH:29]=1. Given the reactants Br[CH2:2][CH2:3][CH2:4][CH3:5].C(=O)([O-])[O-].[K+].[K+].[Br:12][C:13]1[CH:14]=[C:15]2[C:20](=[CH:21][CH:22]=1)[C:19](=[O:23])[NH:18][C:17](=[O:24])/[C:16]/2=[CH:25]\[NH:26][CH2:27][C:28]1[CH:33]=[CH:32][C:31]([OH:34])=[C:30]([OH:35])[CH:29]=1, predict the reaction product. (7) Given the reactants [CH3:1][O:2][C:3]1[CH:8]=[CH:7][C:6]([C:9]([C:36]2[CH:41]=[CH:40][C:39]([O:42][CH3:43])=[CH:38][CH:37]=2)([C:30]2[CH:35]=[CH:34][CH:33]=[CH:32][CH:31]=2)[NH:10][C:11]2[O:12][C@H:13]([C:26]([F:29])([F:28])[F:27])[CH2:14][C@:15]([C:18]3[CH:23]=[C:22](Br)[CH:21]=[CH:20][C:19]=3[F:25])([CH3:17])[N:16]=2)=[CH:5][CH:4]=1.[N:44]1[CH:49]=[CH:48][CH:47]=[N:46][C:45]=1B(O)O, predict the reaction product. The product is: [CH3:1][O:2][C:3]1[CH:8]=[CH:7][C:6]([C:9]([C:36]2[CH:41]=[CH:40][C:39]([O:42][CH3:43])=[CH:38][CH:37]=2)([C:30]2[CH:35]=[CH:34][CH:33]=[CH:32][CH:31]=2)[NH:10][C:11]2[O:12][C@H:13]([C:26]([F:29])([F:28])[F:27])[CH2:14][C@:15]([C:18]3[CH:23]=[C:22]([C:48]4[CH:49]=[N:44][CH:45]=[N:46][CH:47]=4)[CH:21]=[CH:20][C:19]=3[F:25])([CH3:17])[N:16]=2)=[CH:5][CH:4]=1.